This data is from Reaction yield outcomes from USPTO patents with 853,638 reactions. The task is: Predict the reaction yield, written as a fraction of the theoretical maximum amount of product (1.0 means a 100% yield; for example, 0.34 means a 34% yield). (1) The reactants are [C:1](Cl)(=[O:8])[C:2]1[CH:7]=[CH:6][CH:5]=[CH:4][CH:3]=1.[NH2:10][C:11]1[O:12][C:13]2[CH:19]=[C:18]([N+:20]([O-:22])=[O:21])[CH:17]=[CH:16][C:14]=2[N:15]=1.O. The catalyst is N1C=CC=CC=1. The product is [N+:20]([C:18]1[CH:17]=[CH:16][C:14]2[N:15]=[C:11]([NH:10][C:1](=[O:8])[C:2]3[CH:7]=[CH:6][CH:5]=[CH:4][CH:3]=3)[O:12][C:13]=2[CH:19]=1)([O-:22])=[O:21]. The yield is 0.880. (2) The reactants are [CH2:1]([N:8]1[CH2:13][CH2:12][C:11]([CH3:14])=[C:10]([NH:15][C:16](=[O:19])[O:17][CH3:18])[CH2:9]1)[C:2]1[CH:7]=[CH:6][CH:5]=[CH:4][CH:3]=1.[H][H]. The catalyst is CO.[Pt]=O. The product is [CH2:1]([N:8]1[CH2:13][CH2:12][CH:11]([CH3:14])[CH:10]([NH:15][C:16](=[O:19])[O:17][CH3:18])[CH2:9]1)[C:2]1[CH:3]=[CH:4][CH:5]=[CH:6][CH:7]=1. The yield is 0.660. (3) The reactants are [NH2:1][C:2]1[C:10]([O:11][C:12]2[CH:17]=[CH:16][C:15]([F:18])=[CH:14][CH:13]=2)=[CH:9][CH:8]=[CH:7][C:3]=1[C:4]([OH:6])=O.[NH2:19][CH2:20][C:21]1([OH:36])[CH2:26][CH2:25][N:24]([C:27]([C:29]2[CH:34]=[CH:33][C:32]([F:35])=[CH:31][CH:30]=2)=[O:28])[CH2:23][CH2:22]1.CN(C(ON1N=NC2C=CC=NC1=2)=[N+](C)C)C.F[P-](F)(F)(F)(F)F.CCN(C(C)C)C(C)C. The catalyst is ClCCl. The product is [NH2:1][C:2]1[C:10]([O:11][C:12]2[CH:17]=[CH:16][C:15]([F:18])=[CH:14][CH:13]=2)=[CH:9][CH:8]=[CH:7][C:3]=1[C:4]([NH:19][CH2:20][C:21]1([OH:36])[CH2:26][CH2:25][N:24]([C:27](=[O:28])[C:29]2[CH:34]=[CH:33][C:32]([F:35])=[CH:31][CH:30]=2)[CH2:23][CH2:22]1)=[O:6]. The yield is 0.560.